From a dataset of Full USPTO retrosynthesis dataset with 1.9M reactions from patents (1976-2016). Predict the reactants needed to synthesize the given product. (1) Given the product [Br:11][C:12]1[CH:13]=[C:14]([CH:18]=[CH:19][CH:20]=1)[C:15]([N:10]=[C:2]1[N:3]([CH2:32][C:23]([OH:22])=[O:38])[C:4]2[CH:9]=[CH:8][CH:7]=[CH:6][C:5]=2[S:1]1)=[O:16], predict the reactants needed to synthesize it. The reactants are: [S:1]1[C:5]2[CH:6]=[CH:7][CH:8]=[CH:9][C:4]=2[N:3]=[C:2]1[NH2:10].[Br:11][C:12]1[CH:13]=[C:14]([CH:18]=[CH:19][CH:20]=1)[C:15](Cl)=[O:16].C[O:22][C:23]1[CH:32]=CC2N=C(N)SC=2C=1.ClC1C=C(C=CC=1)C(Cl)=[O:38]. (2) Given the product [ClH:19].[CH3:1][N:2]1[C:17]([CH3:18])=[C:5]2[CH2:6][NH:7][CH2:8][CH2:9][C:4]2=[N:3]1, predict the reactants needed to synthesize it. The reactants are: [CH3:1][N:2]1[CH:17]([CH3:18])[C:5]2[CH2:6][N:7](C(OC(C)(C)C)=O)[CH2:8][CH2:9][C:4]=2[NH:3]1.[ClH:19]. (3) The reactants are: [CH3:1][O:2][C:3](=[O:25])[CH2:4][N:5]1[CH:9]=[C:8]([C:10]2[CH:15]=[C:14]([C:16]([F:19])([F:18])[F:17])[CH:13]=[C:12]([N+:20]([O-])=O)[CH:11]=2)[C:7]([C:23]#[N:24])=[CH:6]1. Given the product [CH3:1][O:2][C:3](=[O:25])[CH2:4][N:5]1[CH:6]=[C:7]([C:23]#[N:24])[C:8]([C:10]2[CH:15]=[C:14]([C:16]([F:18])([F:19])[F:17])[CH:13]=[C:12]([NH2:20])[CH:11]=2)=[CH:9]1, predict the reactants needed to synthesize it. (4) Given the product [Cl:1][C:2]1[C:7]([CH2:8][C:9]2[NH:10][N:36]=[N:35][N:34]=2)=[C:6]([N:11]([CH3:13])[CH3:12])[N:5]=[C:4]([CH2:14][C:15]2[CH:16]=[CH:17][CH:18]=[CH:19][C:20]=2[C:39]2[C:40]3[C:16](=[CH:17][CH:18]=[CH:19][CH:20]=3)[CH:15]=[C:14]([C:4]([NH2:3])=[O:42])[CH:38]=2)[N:3]=1, predict the reactants needed to synthesize it. The reactants are: [Cl:1][C:2]1[C:7]([CH2:8][C:9]#[N:10])=[C:6]([N:11]([CH3:13])[CH3:12])[N:5]=[C:4]([CH2:14][C:15]2[CH:20]=[CH:19][C:18](NC(C3C=CC4C(=CC=CC=4)C=3)=O)=[CH:17][CH:16]=2)[N:3]=1.[N-:34]=[N+:35]=[N-:36].[Na+].[CH3:38][CH:39](O)[CH3:40].[OH2:42]. (5) Given the product [F:1][C:2]1[CH:3]=[C:4]2[NH:14][CH:9]=[CH:8][C:5]2=[N:6][CH:7]=1, predict the reactants needed to synthesize it. The reactants are: [F:1][C:2]1[CH:3]=[C:4]([NH2:14])[C:5]([C:8]#[C:9][Si](C)(C)C)=[N:6][CH:7]=1.[H-].[Na+]. (6) Given the product [CH2:1]([O:8][C:9]1[CH:10]=[C:11]([CH:30]=[CH:31][CH:32]=1)[CH2:12][N:13]1[CH2:17][CH2:16][N:15]([C@H:18]([CH:26]([CH3:27])[CH3:28])[C:19]([NH:58][OH:57])=[O:20])[C:14]1=[O:29])[C:2]1[CH:3]=[CH:4][CH:5]=[CH:6][CH:7]=1, predict the reactants needed to synthesize it. The reactants are: [CH2:1]([O:8][C:9]1[CH:10]=[C:11]([CH:30]=[CH:31][CH:32]=1)[CH2:12][N:13]1[CH2:17][CH2:16][N:15]([C@H:18]([CH:26]([CH3:28])[CH3:27])[C:19](OC(C)(C)C)=[O:20])[C:14]1=[O:29])[C:2]1[CH:7]=[CH:6][CH:5]=[CH:4][CH:3]=1.FC(F)(F)C(O)=O.CCN(C(C)C)C(C)C.ClC(OCC)=O.C[Si](C)(C)[O:57][NH2:58].Cl. (7) Given the product [ClH:25].[CH3:24][O:23][C:16]1[CH:17]=[C:18]([O:21][CH3:22])[CH:19]=[CH:20][C:15]=1[N:11]1[CH2:12][CH2:13][CH2:14][NH:8][CH2:9][CH2:10]1, predict the reactants needed to synthesize it. The reactants are: C(OC([N:8]1[CH2:14][CH2:13][CH2:12][N:11]([C:15]2[CH:20]=[CH:19][C:18]([O:21][CH3:22])=[CH:17][C:16]=2[O:23][CH3:24])[CH2:10][CH2:9]1)=O)(C)(C)C.[ClH:25].